Dataset: Full USPTO retrosynthesis dataset with 1.9M reactions from patents (1976-2016). Task: Predict the reactants needed to synthesize the given product. (1) Given the product [Cl:11][C:10]1[CH:9]=[CH:8][CH:7]=[C:6]([Cl:12])[C:5]=1[CH2:4][CH2:3][OH:2], predict the reactants needed to synthesize it. The reactants are: C[O:2][C:3](=O)[CH2:4][C:5]1[C:10]([Cl:11])=[CH:9][CH:8]=[CH:7][C:6]=1[Cl:12].[BH4-].[Na+]. (2) Given the product [Cl:66][C:61]1[CH:62]=[CH:63][CH:64]=[CH:65][C:60]=1[CH2:59][CH2:58][N:45]1[C:44](=[O:47])[C:43]([C:48]([O:50][CH3:51])=[O:49])=[CH:42][C:41]([C:38]2[CH:39]=[CH:40][C:35]([F:34])=[C:36]([CH3:52])[CH:37]=2)=[N:46]1, predict the reactants needed to synthesize it. The reactants are: ClC1C=CC=CC=1CN1C(=O)C(CCCN2CCN(C)CC2)=CC(C2C=CC(F)=C(C)C=2)=N1.[F:34][C:35]1[CH:40]=[CH:39][C:38]([C:41]2[CH:42]=[C:43]([C:48]([O:50][CH3:51])=[O:49])[C:44](=[O:47])[NH:45][N:46]=2)=[CH:37][C:36]=1[CH3:52].CS(O[CH2:58][CH2:59][C:60]1[CH:65]=[CH:64][CH:63]=[CH:62][C:61]=1[Cl:66])(=O)=O.